Dataset: Reaction yield outcomes from USPTO patents with 853,638 reactions. Task: Predict the reaction yield, written as a fraction of the theoretical maximum amount of product (1.0 means a 100% yield; for example, 0.34 means a 34% yield). The reactants are C([Sn](CCCC)(CCCC)[C:6]1[CH:11]=[CH:10][N:9]=[CH:8][CH:7]=1)CCC.[CH2:20]([O:22][C:23](=[O:47])[C@H:24]([CH2:32][C:33]1[CH:38]=[CH:37][CH:36]=[C:35]([O:39][C:40]2[CH:45]=[CH:44][CH:43]=[C:42](Br)[CH:41]=2)[CH:34]=1)[NH:25][C:26](=[O:31])[C:27]([F:30])([F:29])[F:28])[CH3:21].C(OCC)(=O)C. The catalyst is O1CCOCC1. The product is [CH2:20]([O:22][C:23](=[O:47])[C@H:24]([CH2:32][C:33]1[CH:38]=[CH:37][CH:36]=[C:35]([O:39][C:40]2[CH:41]=[CH:42][CH:43]=[C:44]([C:6]3[CH:7]=[CH:8][N:9]=[CH:10][CH:11]=3)[CH:45]=2)[CH:34]=1)[NH:25][C:26](=[O:31])[C:27]([F:29])([F:30])[F:28])[CH3:21]. The yield is 0.660.